From a dataset of NCI-60 drug combinations with 297,098 pairs across 59 cell lines. Regression. Given two drug SMILES strings and cell line genomic features, predict the synergy score measuring deviation from expected non-interaction effect. (1) Drug 1: CS(=O)(=O)C1=CC(=C(C=C1)C(=O)NC2=CC(=C(C=C2)Cl)C3=CC=CC=N3)Cl. Drug 2: C1=CC(=C2C(=C1NCCNCCO)C(=O)C3=C(C=CC(=C3C2=O)O)O)NCCNCCO. Cell line: HCT-15. Synergy scores: CSS=68.2, Synergy_ZIP=10.5, Synergy_Bliss=11.5, Synergy_Loewe=-24.0, Synergy_HSA=13.3. (2) Drug 1: CC1=C(N=C(N=C1N)C(CC(=O)N)NCC(C(=O)N)N)C(=O)NC(C(C2=CN=CN2)OC3C(C(C(C(O3)CO)O)O)OC4C(C(C(C(O4)CO)O)OC(=O)N)O)C(=O)NC(C)C(C(C)C(=O)NC(C(C)O)C(=O)NCCC5=NC(=CS5)C6=NC(=CS6)C(=O)NCCC[S+](C)C)O. Drug 2: CNC(=O)C1=NC=CC(=C1)OC2=CC=C(C=C2)NC(=O)NC3=CC(=C(C=C3)Cl)C(F)(F)F. Cell line: UACC62. Synergy scores: CSS=12.9, Synergy_ZIP=-4.02, Synergy_Bliss=-0.597, Synergy_Loewe=-25.3, Synergy_HSA=0.429. (3) Drug 1: C1=NC2=C(N1)C(=S)N=CN2. Drug 2: COC1=NC(=NC2=C1N=CN2C3C(C(C(O3)CO)O)O)N. Cell line: MDA-MB-231. Synergy scores: CSS=0.205, Synergy_ZIP=-2.45, Synergy_Bliss=-4.35, Synergy_Loewe=-14.7, Synergy_HSA=-7.84.